This data is from Full USPTO retrosynthesis dataset with 1.9M reactions from patents (1976-2016). The task is: Predict the reactants needed to synthesize the given product. (1) Given the product [CH3:9][N:10]1[CH2:15][CH2:14][N:13]([C:2]2[N:7]=[N:6][C:5]([NH2:8])=[CH:4][CH:3]=2)[CH2:12][CH2:11]1, predict the reactants needed to synthesize it. The reactants are: Cl[C:2]1[N:7]=[N:6][C:5]([NH2:8])=[CH:4][CH:3]=1.[CH3:9][N:10]1[CH2:15][CH2:14][NH:13][CH2:12][CH2:11]1. (2) Given the product [N:26]12[CH2:17][CH2:18][CH:19]([CH2:20][CH2:15]1)[C@@H:30]([NH:31][C:12]([C:9]1[N:10]=[CH:11][C:6]3[N:7]([C:3]([Br:2])=[CH:4][CH:5]=3)[CH:8]=1)=[O:14])[CH2:29]2, predict the reactants needed to synthesize it. The reactants are: Cl.[Br:2][C:3]1[N:7]2[CH:8]=[C:9]([C:12]([OH:14])=O)[N:10]=[CH:11][C:6]2=[CH:5][CH:4]=1.[C:15]1([NH2:26])[C:20](F)=[C:19](F)[C:18](F)=[C:17](N)C=1F.Cl.Cl.[CH3:29][CH2:30][N:31](C(C)C)C(C)C.CN(C(ON1N=NC2C=CC=NC1=2)=[N+](C)C)C.F[P-](F)(F)(F)(F)F. (3) Given the product [CH3:1][C:2]1[CH:7]=[CH:6][C:5]([C:8]2[O:9][C:10]([CH3:13])=[N:11][N:12]=2)=[CH:4][C:3]=1[C:14]1[CH:15]=[CH:16][C:17]([C:20]([N:22]([CH3:35])[CH2:23][C:24]2[CH:25]=[CH:26][C:27]([C:30]([F:32])([F:33])[F:31])=[CH:28][CH:29]=2)=[O:21])=[CH:18][CH:19]=1, predict the reactants needed to synthesize it. The reactants are: [CH3:1][C:2]1[CH:7]=[CH:6][C:5]([C:8]2[O:9][C:10]([CH3:13])=[N:11][N:12]=2)=[CH:4][C:3]=1[C:14]1[CH:19]=[CH:18][C:17]([C:20]([NH:22][CH2:23][C:24]2[CH:29]=[CH:28][C:27]([C:30]([F:33])([F:32])[F:31])=[CH:26][CH:25]=2)=[O:21])=[CH:16][CH:15]=1.I[CH3:35]. (4) The reactants are: [CH3:1][C:2]1[N:3]([C:24](=[O:27])[NH:25][CH3:26])[C:4]2[C:9]([CH:10]=1)=[CH:8][C:7]([O:11][C:12]1[CH:17]=[CH:16][N:15]=[C:14]3[CH:18]=[C:19]([C:21](O)=[O:22])[S:20][C:13]=13)=[CH:6][CH:5]=2.[CH3:28][NH:29][CH2:30][CH2:31][OH:32].CN(C(ON1N=NC2C=CC=NC1=2)=[N+](C)C)C.F[P-](F)(F)(F)(F)F.CCN(C(C)C)C(C)C.C([O-])(O)=O.[Na+]. Given the product [OH:32][CH2:31][CH2:30][N:29]([CH3:28])[C:21]([C:19]1[S:20][C:13]2[C:14](=[N:15][CH:16]=[CH:17][C:12]=2[O:11][C:7]2[CH:8]=[C:9]3[C:4](=[CH:5][CH:6]=2)[N:3]([C:24](=[O:27])[NH:25][CH3:26])[C:2]([CH3:1])=[CH:10]3)[CH:18]=1)=[O:22], predict the reactants needed to synthesize it. (5) The reactants are: [C@@H:1]12[CH2:6][C@@H:5]1[CH2:4][NH:3][C@@H:2]2[CH2:7][NH:8][C:9]([C:11]1[CH:12]=[CH:13][CH:14]=[C:15]2[O:19][CH:18]=[CH:17][C:16]=12)=[O:10].[F:20][C:21]1[CH:26]=[CH:25][CH:24]=[CH:23][C:22]=1[C:27]1[S:31][C:30]([CH3:32])=[N:29][C:28]=1[C:33](O)=[O:34]. Given the product [F:20][C:21]1[CH:26]=[CH:25][CH:24]=[CH:23][C:22]=1[C:27]1[S:31][C:30]([CH3:32])=[N:29][C:28]=1[C:33]([N:3]1[CH2:4][C@@H:5]2[C@@H:1]([CH2:6]2)[C@H:2]1[CH2:7][NH:8][C:9]([C:11]1[CH:12]=[CH:13][CH:14]=[C:15]2[O:19][CH:18]=[CH:17][C:16]=12)=[O:10])=[O:34], predict the reactants needed to synthesize it.